Dataset: NCI-60 drug combinations with 297,098 pairs across 59 cell lines. Task: Regression. Given two drug SMILES strings and cell line genomic features, predict the synergy score measuring deviation from expected non-interaction effect. (1) Drug 1: CC1OCC2C(O1)C(C(C(O2)OC3C4COC(=O)C4C(C5=CC6=C(C=C35)OCO6)C7=CC(=C(C(=C7)OC)O)OC)O)O. Drug 2: CCCCCOC(=O)NC1=NC(=O)N(C=C1F)C2C(C(C(O2)C)O)O. Cell line: SR. Synergy scores: CSS=69.1, Synergy_ZIP=2.67, Synergy_Bliss=2.72, Synergy_Loewe=-16.2, Synergy_HSA=3.50. (2) Drug 1: CCCCCOC(=O)NC1=NC(=O)N(C=C1F)C2C(C(C(O2)C)O)O. Drug 2: CCN(CC)CCNC(=O)C1=C(NC(=C1C)C=C2C3=C(C=CC(=C3)F)NC2=O)C. Cell line: SK-MEL-5. Synergy scores: CSS=-2.29, Synergy_ZIP=3.99, Synergy_Bliss=3.03, Synergy_Loewe=-1.01, Synergy_HSA=-2.15. (3) Drug 1: COC1=C(C=C2C(=C1)N=CN=C2NC3=CC(=C(C=C3)F)Cl)OCCCN4CCOCC4. Drug 2: CC1=C(C=C(C=C1)C(=O)NC2=CC(=CC(=C2)C(F)(F)F)N3C=C(N=C3)C)NC4=NC=CC(=N4)C5=CN=CC=C5. Cell line: COLO 205. Synergy scores: CSS=14.4, Synergy_ZIP=8.62, Synergy_Bliss=12.6, Synergy_Loewe=8.22, Synergy_HSA=8.44. (4) Drug 1: C1=CC(=C2C(=C1NCCNCCO)C(=O)C3=C(C=CC(=C3C2=O)O)O)NCCNCCO. Drug 2: CCN(CC)CCCC(C)NC1=C2C=C(C=CC2=NC3=C1C=CC(=C3)Cl)OC. Cell line: PC-3. Synergy scores: CSS=40.0, Synergy_ZIP=7.64, Synergy_Bliss=10.2, Synergy_Loewe=12.8, Synergy_HSA=15.4. (5) Drug 1: C1=CC(=CC=C1CC(C(=O)O)N)N(CCCl)CCCl.Cl. Drug 2: C1C(C(OC1N2C=NC3=C2NC=NCC3O)CO)O. Cell line: COLO 205. Synergy scores: CSS=25.6, Synergy_ZIP=-4.62, Synergy_Bliss=-0.787, Synergy_Loewe=-17.5, Synergy_HSA=-5.50.